This data is from Reaction yield outcomes from USPTO patents with 853,638 reactions. The task is: Predict the reaction yield, written as a fraction of the theoretical maximum amount of product (1.0 means a 100% yield; for example, 0.34 means a 34% yield). (1) The reactants are [CH3:1][O:2][C:3]1[CH:14]=[CH:13][C:6]([CH2:7][O:8][CH2:9][C:10]([OH:12])=O)=[CH:5][CH:4]=1.Cl.[CH3:16][NH:17][O:18][CH3:19].F[P-](F)(F)(F)(F)F.N1(O[P+](N(C)C)(N(C)C)N(C)C)C2C=CC=CC=2N=N1. The catalyst is C(Cl)Cl. The product is [CH3:19][O:18][N:17]([CH3:16])[C:10](=[O:12])[CH2:9][O:8][CH2:7][C:6]1[CH:5]=[CH:4][C:3]([O:2][CH3:1])=[CH:14][CH:13]=1. The yield is 0.690. (2) The product is [CH3:1][O:2][C:3]1[CH:4]=[CH:5][C:6]([CH2:7][N:8]2[C:12]3[N:13]=[CH:14][C:15]4[CH2:24][CH2:23][C:22]5[N:21]=[C:20]([S:30]([CH3:56])(=[O:33])=[O:29])[N:19]=[CH:18][C:17]=5[C:16]=4[C:11]=3[CH:10]=[N:9]2)=[CH:27][CH:28]=1. The reactants are [CH3:1][O:2][C:3]1[CH:28]=[CH:27][C:6]([CH2:7][N:8]2[C:12]3[N:13]=[CH:14][C:15]4[CH2:24][CH2:23][C:22]5[N:21]=[C:20](SC)[N:19]=[CH:18][C:17]=5[C:16]=4[C:11]=3[CH:10]=[N:9]2)=[CH:5][CH:4]=1.[OH:29][S:30]([O-:33])(=O)=O.OS(O[O-])(=O)=O.OS(O[O-])(=O)=O.[O-]S([O-])(=O)=O.[K+].[K+].[K+].[K+].[K+].[CH3:56]O.O. The yield is 0.770. No catalyst specified. (3) The reactants are [F:1][C:2]1[CH:7]=[CH:6][C:5]([O:8][C:9]2[CH:14]=[CH:13][C:12]([N+:15]([O-])=O)=[CH:11][CH:10]=2)=[CH:4][C:3]=1[C:18]([F:21])([F:20])[F:19]. The catalyst is CO.[Pd]. The product is [F:1][C:2]1[CH:7]=[CH:6][C:5]([O:8][C:9]2[CH:10]=[CH:11][C:12]([NH2:15])=[CH:13][CH:14]=2)=[CH:4][C:3]=1[C:18]([F:19])([F:20])[F:21]. The yield is 0.950. (4) The reactants are [Br:1][C:2]1[CH:11]=[CH:10][CH:9]=[C:8]2[C:3]=1[CH2:4][CH2:5][NH:6][CH2:7]2.[C:12](Cl)(=[O:15])[CH2:13][CH3:14].O. The catalyst is C(Cl)Cl. The product is [Br:1][C:2]1[CH:11]=[CH:10][CH:9]=[C:8]2[C:3]=1[CH2:4][CH2:5][N:6]([C:12](=[O:15])[CH2:13][CH3:14])[CH2:7]2. The yield is 0.680. (5) The reactants are [C:1]([O:7][CH2:8][CH2:9][O:10][CH3:11])(=[O:6])[CH2:2][C:3]([CH3:5])=O.[Br:12][C:13]1[CH:14]=[C:15]([CH:18]=[CH:19][CH:20]=1)[CH:16]=O.[NH4+:21].[OH-:22]. The catalyst is CCO.C(Cl)Cl. The product is [Br:12][C:13]1[CH:14]=[C:15]([CH:16]2[C:2]([C:1]([O:7][CH2:8][CH2:9][O:10][CH3:11])=[O:6])=[C:3]([CH3:5])[NH:21][C:3]([CH3:5])=[C:2]2[C:1]([O:7][CH2:8][CH2:9][O:10][CH3:11])=[O:22])[CH:18]=[CH:19][CH:20]=1. The yield is 0.760. (6) The reactants are [Cl:1][C:2]1[CH:7]=[CH:6][C:5]([CH:8](Cl)[C:9]2[CH:14]=[CH:13][CH:12]=[CH:11][CH:10]=2)=[CH:4][CH:3]=1.[NH:16]1[CH2:21][CH2:20][NH:19][CH2:18][CH2:17]1.C([O-])([O-])=O.[K+].[K+]. The catalyst is CC(=O)CC. The product is [Cl:1][C:2]1[CH:7]=[CH:6][C:5]([CH:8]([C:9]2[CH:14]=[CH:13][CH:12]=[CH:11][CH:10]=2)[N:16]2[CH2:21][CH2:20][NH:19][CH2:18][CH2:17]2)=[CH:4][CH:3]=1. The yield is 0.570. (7) The catalyst is CN(C=O)C. The reactants are [CH3:1][O:2][C:3]([C:5]1[C:13]([NH:14][C:15]2[CH:20]=[CH:19][CH:18]=[CH:17][CH:16]=2)=[C:12]([Cl:21])[C:8]2[N:9]=[CH:10][NH:11][C:7]=2[CH:6]=1)=[O:4].C1C(=O)N([Br:29])C(=O)C1. The yield is 0.540. The product is [CH3:1][O:2][C:3]([C:5]1[C:13]([NH:14][C:15]2[CH:16]=[CH:17][C:18]([Br:29])=[CH:19][CH:20]=2)=[C:12]([Cl:21])[C:8]2[N:9]=[CH:10][NH:11][C:7]=2[CH:6]=1)=[O:4]. (8) The reactants are [Cl-].O[NH3+:3].[C:4](=[O:7])([O-])[OH:5].[Na+].CS(C)=O.[C:13]([O:16][C:17]([CH3:56])([CH3:55])[CH2:18][O:19][C@H:20]1[CH2:25][CH2:24][C@H:23]([N:26]2[C:31](=[O:32])[C:30]([CH2:33][C:34]3[CH:39]=[CH:38][C:37]([C:40]4[CH:45]=[CH:44][CH:43]=[CH:42][C:41]=4[C:46]#[N:47])=[CH:36][CH:35]=3)=[C:29]([CH2:48][CH2:49][CH3:50])[N:28]3[N:51]=[C:52]([CH3:54])[N:53]=[C:27]23)[CH2:22][CH2:21]1)(=[O:15])[CH3:14]. The catalyst is C(OCC)(=O)C. The product is [C:13]([O:16][C:17]([CH3:55])([CH3:56])[CH2:18][O:19][C@H:20]1[CH2:25][CH2:24][C@H:23]([N:26]2[C:31](=[O:32])[C:30]([CH2:33][C:34]3[CH:39]=[CH:38][C:37]([C:40]4[CH:45]=[CH:44][CH:43]=[CH:42][C:41]=4[C:46]4[NH:3][C:4](=[O:7])[O:5][N:47]=4)=[CH:36][CH:35]=3)=[C:29]([CH2:48][CH2:49][CH3:50])[N:28]3[N:51]=[C:52]([CH3:54])[N:53]=[C:27]23)[CH2:22][CH2:21]1)(=[O:15])[CH3:14]. The yield is 0.580.